From a dataset of Full USPTO retrosynthesis dataset with 1.9M reactions from patents (1976-2016). Predict the reactants needed to synthesize the given product. (1) Given the product [C:1]([OH:11])(=[O:10])[CH:2]=[CH:3][C:4]1[CH:5]=[CH:6][CH:7]=[CH:8][CH:9]=1.[NH2:12][C:15]1[CH:16]=[C:17]([C:24]([C:26]([C:28]2[CH:33]=[CH:32][CH:31]=[CH:30][CH:29]=2)=[O:27])=[O:25])[CH:18]=[C:19]([NH2:21])[CH:20]=1, predict the reactants needed to synthesize it. The reactants are: [C:1]([OH:11])(=[O:10])[CH:2]=[CH:3][C:4]1[CH:9]=[CH:8][CH:7]=[CH:6][CH:5]=1.[N+:12]([C:15]1[CH:16]=[C:17]([C:24]([C:26]([C:28]2[CH:33]=[CH:32][CH:31]=[CH:30][CH:29]=2)=[O:27])=[O:25])[CH:18]=[C:19]([N+:21]([O-])=O)[CH:20]=1)([O-])=O.C. (2) Given the product [CH3:2][CH:3]([N:5]1[CH:9]([CH3:10])[CH2:8][C:7](=[O:11])[NH:6]1)[CH3:4], predict the reactants needed to synthesize it. The reactants are: Cl.[CH3:2][CH:3]([N:5]1[CH:9]([CH3:10])[CH2:8][C:7](=[O:11])[NH:6]1)[CH3:4].C(=O)([O-])[O-].[K+].[K+]. (3) Given the product [Cl:1][C:2]1[CH:7]=[CH:6][C:5]([NH:8][S:9]([C:12]2[CH:13]=[C:14]3[C:18](=[CH:19][CH:20]=2)[NH:17][C:16](=[O:21])[C:15]3=[CH:40][C:35]2[NH:36][C:37]3[C:33]([CH:34]=2)=[CH:32][C:31]([O:30][CH2:29][CH2:28][N:23]2[CH2:27][CH2:26][CH2:25][CH2:24]2)=[CH:39][CH:38]=3)(=[O:11])=[O:10])=[C:4]([F:22])[CH:3]=1, predict the reactants needed to synthesize it. The reactants are: [Cl:1][C:2]1[CH:7]=[CH:6][C:5]([NH:8][S:9]([C:12]2[CH:13]=[C:14]3[C:18](=[CH:19][CH:20]=2)[NH:17][C:16](=[O:21])[CH2:15]3)(=[O:11])=[O:10])=[C:4]([F:22])[CH:3]=1.[N:23]1([CH2:28][CH2:29][O:30][C:31]2[CH:32]=[C:33]3[C:37](=[CH:38][CH:39]=2)[NH:36][C:35]([CH:40]=O)=[CH:34]3)[CH2:27][CH2:26][CH2:25][CH2:24]1. (4) Given the product [C:1]([C:3]1[CH:4]=[C:5]([NH:9][CH2:10][C:11]([O:13][C:14]([CH3:17])([CH3:16])[CH3:15])=[O:12])[CH:6]=[CH:7][CH:8]=1)#[N:2], predict the reactants needed to synthesize it. The reactants are: [C:1]([C:3]1[CH:4]=[C:5]([N:9](S(C2C=CC=CC=2[N+]([O-])=O)(=O)=O)[CH2:10][C:11]([O:13][C:14]([CH3:17])([CH3:16])[CH3:15])=[O:12])[CH:6]=[CH:7][CH:8]=1)#[N:2].C(S)CCCCCCCCCCC.C(=O)([O-])[O-].[Cs+].[Cs+]. (5) Given the product [NH2:8][C@H:9]([C:19]1[C:24]([C:25]2[CH:33]=[CH:32][CH:31]=[C:2]3[C:26]=2[CH2:27][C:28](=[O:29])[NH:30]3)=[CH:23][CH:22]=[CH:21][N:20]=1)[CH2:10][C:11]1[CH:12]=[C:13]([F:18])[CH:14]=[C:15]([F:17])[CH:16]=1, predict the reactants needed to synthesize it. The reactants are: F[C:2](F)(F)C(O)=O.[NH2:8][C@H:9]([C:19]1[C:24]([C:25]2[CH:26]=[C:27]([CH:31]=[CH:32][CH:33]=2)[C:28]([NH2:30])=[O:29])=[CH:23][CH:22]=[CH:21][N:20]=1)[CH2:10][C:11]1[CH:16]=[C:15]([F:17])[CH:14]=[C:13]([F:18])[CH:12]=1.C(C1C=C(C2C([C@@H](NC(=O)OC(C)(C)C)CC3C=C(F)C=C(F)C=3)=NC=CC=2)C=CC=1)(=O)N. (6) Given the product [CH2:34]([O:33][C:31]([N:30]=[S:28]([CH2:36][CH3:37])([C:25]1[CH:26]=[CH:27][C:22]([NH:21][C:2]2[N:7]=[C:6]([NH:8][C@H:9]([CH2:10][OH:11])[CH2:12][CH:13]([CH3:15])[CH3:14])[C:5]([C:16]3[CH:20]=[CH:19][S:18][CH:17]=3)=[CH:4][N:3]=2)=[CH:23][CH:24]=1)=[O:29])=[O:32])[CH3:35], predict the reactants needed to synthesize it. The reactants are: Cl[C:2]1[N:7]=[C:6]([NH:8][C@@H:9]([CH2:12][CH:13]([CH3:15])[CH3:14])[CH2:10][OH:11])[C:5]([C:16]2[CH:20]=[CH:19][S:18][CH:17]=2)=[CH:4][N:3]=1.[NH2:21][C:22]1[CH:27]=[CH:26][C:25]([S:28]([CH2:36][CH3:37])(=[N:30][C:31]([O:33][CH2:34][CH3:35])=[O:32])=[O:29])=[CH:24][CH:23]=1. (7) Given the product [N:21]1[CH:22]=[CH:23][CH:24]=[CH:25][C:20]=1[C:18]1[O:19][C:12]2[CH2:11][N:10]([C:27]3[CH:32]=[CH:31][CH:30]=[C:29]([C:33]([F:36])([F:35])[F:34])[CH:28]=3)[CH2:16][CH2:15][CH2:14][C:13]=2[N:17]=1, predict the reactants needed to synthesize it. The reactants are: FC1C=C(C=C([N:10]2[CH2:16][CH2:15][CH2:14][C:13]3[N:17]=[C:18]([C:20]4[CH:25]=[CH:24][CH:23]=[CH:22][N:21]=4)[O:19][C:12]=3[CH2:11]2)C=1)C#N.Br[C:27]1[CH:32]=[CH:31][CH:30]=[C:29]([C:33]([F:36])([F:35])[F:34])[CH:28]=1.